Dataset: Catalyst prediction with 721,799 reactions and 888 catalyst types from USPTO. Task: Predict which catalyst facilitates the given reaction. (1) Reactant: [CH3:1][O:2][CH:3]([O:13][CH3:14])[C:4]1[CH:9]=[C:8]([O:10][CH3:11])[CH:7]=[CH:6][C:5]=1[F:12].CN(CCN(CCN(C)C)C)C.C([Li])CCC.[CH:32](N1CCOCC1)=[O:33]. Product: [CH3:14][O:13][CH:3]([O:2][CH3:1])[C:4]1[C:5]([F:12])=[C:6]([CH:7]=[C:8]([O:10][CH3:11])[CH:9]=1)[CH:32]=[O:33]. The catalyst class is: 90. (2) Reactant: [H-].[Na+].[F:3][C:4]([F:21])([F:20])[C:5]1[CH:6]=[C:7]([CH:17]=[CH:18][CH:19]=1)[O:8][C:9]1[CH:16]=[CH:15][C:12]([CH:13]=O)=[CH:11][CH:10]=1.[I-].[CH3:23][P+](C1C=CC=CC=1)(C1C=CC=CC=1)C1C=CC=CC=1. Product: [F:3][C:4]([F:21])([F:20])[C:5]1[CH:19]=[CH:18][CH:17]=[C:7]([O:8][C:9]2[CH:16]=[CH:15][C:12]([CH:13]=[CH2:23])=[CH:11][CH:10]=2)[CH:6]=1. The catalyst class is: 1. (3) Product: [N+:13]([C:16]1[CH:22]=[CH:21][C:19]([NH:20][C:8](=[O:11])[CH:9]=[CH2:10])=[CH:18][CH:17]=1)([O-:15])=[O:14]. Reactant: C(N(CC)CC)C.[C:8](Cl)(=[O:11])[CH:9]=[CH2:10].[N+:13]([C:16]1[CH:22]=[CH:21][C:19]([NH2:20])=[CH:18][CH:17]=1)([O-:15])=[O:14].[Cl-].[Na+]. The catalyst class is: 1. (4) Reactant: [F:1][C:2]1[CH:7]=[CH:6][C:5]([N:8]2[C:16]3[C:11](=[CH:12][C:13]([OH:17])=[CH:14][CH:15]=3)[CH:10]=[CH:9]2)=[CH:4][CH:3]=1.C([O-])([O-])=O.[K+].[K+].[Br:24][CH2:25][CH2:26][CH2:27][CH2:28][CH2:29][CH2:30][CH2:31]Br. Product: [Br:24][CH2:25][CH2:26][CH2:27][CH2:28][CH2:29][CH2:30][CH2:31][O:17][C:13]1[CH:12]=[C:11]2[C:16](=[CH:15][CH:14]=1)[N:8]([C:5]1[CH:6]=[CH:7][C:2]([F:1])=[CH:3][CH:4]=1)[CH:9]=[CH:10]2. The catalyst class is: 21. (5) Reactant: [NH2:1][C:2]([C:6]1[CH:14]=[CH:13][CH:12]=[C:11]2[C:7]=1[C:8]([CH2:16][C:17]1[CH:26]=[CH:25][C:24]3[C:19](=[CH:20][CH:21]=[CH:22][CH:23]=3)[CH:18]=1)=[CH:9][N:10]2[CH3:15])=CC#N.[Li]CCCC.C(#N)C. Product: [CH3:15][N:10]1[C:11]2[CH:12]=[CH:13][CH:14]=[C:6]([C:2]#[N:1])[C:7]=2[C:8]([CH2:16][C:17]2[CH:26]=[CH:25][C:24]3[C:19](=[CH:20][CH:21]=[CH:22][CH:23]=3)[CH:18]=2)=[CH:9]1. The catalyst class is: 1.